Dataset: Reaction yield outcomes from USPTO patents with 853,638 reactions. Task: Predict the reaction yield, written as a fraction of the theoretical maximum amount of product (1.0 means a 100% yield; for example, 0.34 means a 34% yield). (1) The reactants are [CH2:1]([O:3][C:4](=[O:26])[CH2:5][CH:6]([N:13]1[C:21]2[C:16](=[CH:17][C:18]([O:22][CH2:23][CH2:24][OH:25])=[CH:19][CH:20]=2)[CH:15]=[CH:14]1)[C:7]1[CH:12]=[CH:11][CH:10]=[CH:9][CH:8]=1)[CH3:2].O[N:28]1[C:32](=[O:33])[C:31]2=[CH:34][CH:35]=[CH:36][CH:37]=[C:30]2[C:29]1=[O:38].C1(P(C2C=CC=CC=2)C2C=CC=CC=2)C=CC=CC=1.CC(OC(/N=N/C(OC(C)C)=O)=O)C. The catalyst is O1CCCC1. The product is [CH2:1]([O:3][C:4](=[O:26])[CH2:5][CH:6]([N:13]1[C:21]2[C:16](=[CH:17][C:18]([O:22][CH2:23][CH2:24][O:25][N:28]3[C:32](=[O:33])[C:31]4[C:30](=[CH:37][CH:36]=[CH:35][CH:34]=4)[C:29]3=[O:38])=[CH:19][CH:20]=2)[CH:15]=[CH:14]1)[C:7]1[CH:8]=[CH:9][CH:10]=[CH:11][CH:12]=1)[CH3:2]. The yield is 0.960. (2) The reactants are [NH2:1][C:2]1[N:29]=[CH:28][C:27]([Br:30])=[CH:26][C:3]=1[C:4]([C:6]1[N:11]=[C:10]([N:12]2[CH2:18][CH2:17][CH2:16][N:15](C(OC(C)(C)C)=O)[CH2:14][CH2:13]2)[CH:9]=[CH:8][CH:7]=1)=[O:5].Cl. The catalyst is O1CCOCC1. The product is [N:12]1([C:10]2[N:11]=[C:6]([C:4]([C:3]3[C:2]([NH2:1])=[N:29][CH:28]=[C:27]([Br:30])[CH:26]=3)=[O:5])[CH:7]=[CH:8][CH:9]=2)[CH2:18][CH2:17][CH2:16][NH:15][CH2:14][CH2:13]1. The yield is 0.360. (3) The reactants are [CH3:1][O:2][C:3]1[CH:8]=[CH:7][C:6]([CH2:9][C:10](Cl)=[O:11])=[CH:5][CH:4]=1.[C:13]1([Mg]Cl)[CH:18]=[CH:17][CH:16]=[CH:15][CH:14]=1.O. The catalyst is C1COCC1. The product is [CH3:1][O:2][C:3]1[CH:8]=[CH:7][C:6]([CH2:9][C:10]([C:13]2[CH:18]=[CH:17][CH:16]=[CH:15][CH:14]=2)=[O:11])=[CH:5][CH:4]=1. The yield is 0.500. (4) The reactants are [CH3:1][NH:2][CH2:3][CH2:4][OH:5].Cl[C:7]1[NH:12][C:11](=[O:13])[NH:10][C:9](=[O:14])[CH:8]=1. The catalyst is [I-].[K+].O. The product is [OH:5][CH2:4][CH2:3][N:2]([CH3:1])[C:7]1[NH:12][C:11](=[O:13])[NH:10][C:9](=[O:14])[CH:8]=1. The yield is 0.750. (5) The catalyst is C(O)(=O)C.[Zn]. The yield is 0.530. The product is [NH2:1][C:4]1[CH:9]=[CH:8][C:7]([N:10]2[CH2:11][CH2:12][CH2:13][CH2:14][CH2:15]2)=[CH:6][C:5]=1[C:16]1[N:21]=[CH:20][N:19]=[C:18]([NH:22][CH:23]([C:25]2[CH:30]=[CH:29][CH:28]=[C:27]([C:31]([F:32])([F:34])[F:33])[CH:26]=2)[CH3:24])[CH:17]=1. The reactants are [N+:1]([C:4]1[CH:9]=[CH:8][C:7]([N:10]2[CH2:15][CH2:14][CH2:13][CH2:12][CH2:11]2)=[CH:6][C:5]=1[C:16]1[N:21]=[CH:20][N:19]=[C:18]([NH:22][CH:23]([C:25]2[CH:30]=[CH:29][CH:28]=[C:27]([C:31]([F:34])([F:33])[F:32])[CH:26]=2)[CH3:24])[CH:17]=1)([O-])=O. (6) The reactants are [N:1]([CH2:4][C@@H:5]1[C@H:8]([NH:9][C:10](=[O:46])/[C:11](=[N:25]\[O:26][C:27]2([C:30]([O:32][CH:33]([C:40]3[CH:45]=[CH:44][CH:43]=[CH:42][CH:41]=3)[C:34]3[CH:39]=[CH:38][CH:37]=[CH:36][CH:35]=3)=[O:31])[CH2:29][CH2:28]2)/[C:12]2[N:13]=[C:14]([NH:17][C:18]([O:20][C:21]([CH3:24])([CH3:23])[CH3:22])=[O:19])[S:15][CH:16]=2)[C:7](=[O:47])[NH:6]1)=[N+]=[N-].C1C=CC(P(C2C=CC=CC=2)C2C=CC=CC=2)=CC=1. The catalyst is C1COCC1.CO. The product is [NH2:1][CH2:4][C@@H:5]1[C@H:8]([NH:9][C:10](=[O:46])/[C:11](=[N:25]\[O:26][C:27]2([C:30]([O:32][CH:33]([C:40]3[CH:45]=[CH:44][CH:43]=[CH:42][CH:41]=3)[C:34]3[CH:39]=[CH:38][CH:37]=[CH:36][CH:35]=3)=[O:31])[CH2:29][CH2:28]2)/[C:12]2[N:13]=[C:14]([NH:17][C:18]([O:20][C:21]([CH3:24])([CH3:23])[CH3:22])=[O:19])[S:15][CH:16]=2)[C:7](=[O:47])[NH:6]1. The yield is 0.560.